From a dataset of Forward reaction prediction with 1.9M reactions from USPTO patents (1976-2016). Predict the product of the given reaction. (1) Given the reactants [CH3:1][N:2]([CH2:4][C:5]1[CH:10]=[CH:9][CH:8]=[CH:7][C:6]=1[C:11]1[CH:16]=[CH:15][CH:14]=[C:13]([N:17]2[C:22]3[N:23]=[CH:24][C:25]([F:27])=[CH:26][C:21]=3[C:20](=[O:28])[N:19]([C@@H:29]3[CH2:34][CH2:33][C@H:32]([NH:35]C(=O)OC(C)(C)C)[CH2:31][CH2:30]3)[C:18]2=[O:43])[CH:12]=1)[CH3:3].[ClH:44], predict the reaction product. The product is: [ClH:44].[NH2:35][C@@H:32]1[CH2:33][CH2:34][C@H:29]([N:19]2[C:20](=[O:28])[C:21]3[CH:26]=[C:25]([F:27])[CH:24]=[N:23][C:22]=3[N:17]([C:13]3[CH:12]=[C:11]([C:6]4[CH:7]=[CH:8][CH:9]=[CH:10][C:5]=4[CH2:4][N:2]([CH3:1])[CH3:3])[CH:16]=[CH:15][CH:14]=3)[C:18]2=[O:43])[CH2:30][CH2:31]1. (2) Given the reactants Br[C:2]1[CH:3]=[CH:4][C:5]([CH3:23])=[C:6]([CH:8]2[CH2:17][C:16]([CH3:19])([CH3:18])[C:15]3[C:10](=[CH:11][CH:12]=[C:13]([C:20]([OH:22])=[O:21])[CH:14]=3)[NH:9]2)[CH:7]=1.[O:24]1[CH2:28][CH2:27][NH:26][C:25]1=[O:29].CNCCNC.C(=O)([O-])[O-].[K+].[K+], predict the reaction product. The product is: [CH3:18][C:16]1([CH3:19])[C:15]2[C:10](=[CH:11][CH:12]=[C:13]([C:20]([OH:22])=[O:21])[CH:14]=2)[NH:9][CH:8]([C:6]2[CH:7]=[C:2]([N:26]3[CH2:27][CH2:28][O:24][C:25]3=[O:29])[CH:3]=[CH:4][C:5]=2[CH3:23])[CH2:17]1. (3) Given the reactants Cl.[Cl:2][C:3]1[CH:4]=[N:5][N:6]([CH2:8]Cl)[CH:7]=1.[CH2:10]([CH:13]([C:16]#[N:17])[C:14]#[N:15])[CH:11]=[CH2:12].C(=O)([O-])[O-].[K+].[K+].O, predict the reaction product. The product is: [CH2:10]([C:13]([CH2:8][N:6]1[CH:7]=[C:3]([Cl:2])[CH:4]=[N:5]1)([C:16]#[N:17])[C:14]#[N:15])[CH:11]=[CH2:12]. (4) Given the reactants [F:1][CH:2]([F:32])[O:3][C:4]1[C:9]2[O:10][C:11]3[C:12](=[O:19])[N:13]([CH2:17][CH3:18])[N:14]=[CH:15][C:16]=3[C:8]=2[C:7]([C:20]([O:22]C2C=CC([N+]([O-])=O)=CC=2)=O)=[CH:6][CH:5]=1.[NH2:33][C:34]1[C:39]([Cl:40])=[CH:38][N:37]=[CH:36][C:35]=1[Cl:41].[H-].[Na+].Cl, predict the reaction product. The product is: [Cl:41][C:35]1[CH:36]=[N:37][CH:38]=[C:39]([Cl:40])[C:34]=1[NH:33][C:20]([C:7]1[C:8]2[C:16]3[CH:15]=[N:14][N:13]([CH2:17][CH3:18])[C:12](=[O:19])[C:11]=3[O:10][C:9]=2[C:4]([O:3][CH:2]([F:32])[F:1])=[CH:5][CH:6]=1)=[O:22]. (5) Given the reactants [C:1]([CH2:4][C:5](=[O:7])[CH3:6])(=[O:3])[CH3:2].B([O:19][CH2:20][CH2:21][CH2:22][CH3:23])([O:19][CH2:20][CH2:21][CH2:22][CH3:23])[O:19][CH2:20][CH2:21][CH2:22][CH3:23].[CH3:24][O:25][C:26]1[CH:27]=[C:28]([CH:31]=[CH:32][C:33]=1[O:34][C:35](=[O:55])[CH:36]=[CH:37][CH:38]=[CH:39][CH:40]=[CH:41][CH:42]=[CH:43][CH:44]=[CH:45][CH2:46][CH2:47][CH2:48][CH2:49][CH2:50][CH2:51][CH2:52][CH2:53][CH3:54])[CH:29]=O.O=[CH:57][C:58]1[CH:66]=[CH:65][C:63]([OH:64])=[C:60]([O:61][CH3:62])[CH:59]=1.[CH2:67](N)[CH2:68][CH2:69][CH3:70], predict the reaction product. The product is: [C:20]([O:64][C:63]1[CH:65]=[CH:66][C:58]([CH:57]=[CH:6][C:5](=[O:7])[CH2:4][C:1](=[O:3])[CH:2]=[CH:29][C:28]2[CH:31]=[CH:32][C:33]([O:34][C:35](=[O:55])[CH:36]=[CH:37][CH:38]=[CH:39][CH:40]=[CH:41][CH:42]=[CH:43][CH:44]=[CH:45][CH2:46][CH2:47][CH2:48][CH2:49][CH2:50][CH2:51][CH2:52][CH2:53][CH3:54])=[C:26]([O:25][CH3:24])[CH:27]=2)=[CH:59][C:60]=1[O:61][CH3:62])(=[O:19])[CH:21]=[CH:22][CH:23]=[CH:70][CH:69]=[CH:68][CH:67]=[CH:35][CH:36]=[CH:37][CH2:38][CH2:39][CH2:40][CH2:41][CH2:42][CH2:43][CH2:44][CH2:45][CH3:46]. (6) Given the reactants [Cl:1][C:2]1[C:3]([CH:9]([C:11]2[CH:16]=[CH:15][N:14]=[CH:13][CH:12]=2)O)=[N:4][C:5]([Cl:8])=[CH:6][CH:7]=1.C(N(CC)CC)C.[S:24](Cl)(Cl)=[O:25].[Cl:28][C:29]1[CH:34]=[CH:33][C:32](S)=[CH:31][CH:30]=1.C(=O)([O-])[O-:37].[K+].[K+].OO.C(=O)(O)[O-].[Na+], predict the reaction product. The product is: [Cl:1][C:2]1[C:3]([CH:9]([S:24]([C:32]2[CH:33]=[CH:34][C:29]([Cl:28])=[CH:30][CH:31]=2)(=[O:25])=[O:37])[C:11]2[CH:16]=[CH:15][N:14]=[CH:13][CH:12]=2)=[N:4][C:5]([Cl:8])=[CH:6][CH:7]=1.